This data is from Forward reaction prediction with 1.9M reactions from USPTO patents (1976-2016). The task is: Predict the product of the given reaction. (1) Given the reactants [H-].[Na+].C(OCCOCCO)C.Cl[C:13]1[CH:19]=[CH:18][C:17]([C:20]([F:23])([F:22])[F:21])=[CH:16][C:14]=1[NH2:15].[C:24](=[S:26])=[S:25], predict the reaction product. The product is: [SH:26][C:24]1[S:25][C:13]2[CH:19]=[CH:18][C:17]([C:20]([F:23])([F:22])[F:21])=[CH:16][C:14]=2[N:15]=1. (2) Given the reactants [Cl:1][C:2]1[C:3]([CH3:27])=[C:4]([NH:10][C@H:11]([C@@H:24]([OH:26])[CH3:25])[C:12]([NH:14][NH:15][C:16](=[O:23])[C:17]2[CH:22]=[CH:21][CH:20]=[CH:19][CH:18]=2)=[O:13])[CH:5]=[CH:6][C:7]=1[C:8]#[N:9].ClC1C(C)=C(N[C@H]([C@@H](O)C)[C:39](O)=[O:40])C=CC=1C#N.COC1C=C(C=CC=1)C(NN)=O, predict the reaction product. The product is: [Cl:1][C:2]1[C:3]([CH3:27])=[C:4]([NH:10][C@H:11]([C@@H:24]([OH:26])[CH3:25])[C:12]([NH:14][NH:15][C:16](=[O:23])[C:17]2[CH:18]=[CH:19][CH:20]=[C:21]([O:40][CH3:39])[CH:22]=2)=[O:13])[CH:5]=[CH:6][C:7]=1[C:8]#[N:9]. (3) Given the reactants Br[C:2]1[CH:7]=[CH:6][C:5]([N:8]2[CH:15]([C:16]3[CH:21]=[CH:20][CH:19]=[CH:18][C:17]=3[O:22][CH3:23])[C:14]3[C:13]([C:24]([CH3:27])([CH3:26])[CH3:25])=[N:12][NH:11][C:10]=3[C:9]2=[O:28])=[CH:4][CH:3]=1.[O:29]1[CH:33]=[CH:32][C:31](B(O)O)=[CH:30]1.P([O-])([O-])([O-])=O.[K+].[K+].[K+].C(C1C=C(C(C)C)C=C(C(C)C)C=1C1C=CC=CC=1P)(C)C, predict the reaction product. The product is: [C:24]([C:13]1[C:14]2[CH:15]([C:16]3[CH:21]=[CH:20][CH:19]=[CH:18][C:17]=3[O:22][CH3:23])[N:8]([C:5]3[CH:4]=[CH:3][C:2]([C:31]4[CH:32]=[CH:33][O:29][CH:30]=4)=[CH:7][CH:6]=3)[C:9](=[O:28])[C:10]=2[NH:11][N:12]=1)([CH3:25])([CH3:26])[CH3:27]. (4) The product is: [CH2:25]([O:27][C:28]([C:30]1([C:33]2[CH:38]=[CH:37][C:36]([C:2]3[CH:7]=[CH:6][C:5]([C:8]4[O:12][N:11]=[C:10]([CH3:13])[C:9]=4[CH2:14][NH:15][CH2:16][CH:17]([OH:18])[C:19]4[CH:24]=[CH:23][CH:22]=[CH:21][CH:20]=4)=[CH:4][CH:3]=3)=[CH:35][CH:34]=2)[CH2:31][CH2:32]1)=[O:29])[CH3:26]. Given the reactants Br[C:2]1[CH:7]=[CH:6][C:5]([C:8]2[O:12][N:11]=[C:10]([CH3:13])[C:9]=2[CH2:14][NH:15][CH2:16][CH:17]([C:19]2[CH:24]=[CH:23][CH:22]=[CH:21][CH:20]=2)[OH:18])=[CH:4][CH:3]=1.[CH2:25]([O:27][C:28]([C:30]1([C:33]2[CH:38]=[CH:37][C:36](B3OC(C)(C)C(C)(C)O3)=[CH:35][CH:34]=2)[CH2:32][CH2:31]1)=[O:29])[CH3:26], predict the reaction product. (5) Given the reactants [CH2:1]([O:3][C:4](=[O:18])[CH2:5][CH:6]1[O:10][B:9]([OH:11])[C:8]2[CH:12]=[C:13]([OH:17])[CH:14]=[C:15]([CH3:16])[C:7]1=2)[CH3:2].[H-].[Na+].Br[CH2:22][C:23]([NH2:25])=[O:24], predict the reaction product. The product is: [CH2:1]([O:3][C:4](=[O:18])[CH2:5][CH:6]1[O:10][B:9]([OH:11])[C:8]2[CH:12]=[C:13]([O:17][CH2:22][C:23](=[O:24])[NH2:25])[CH:14]=[C:15]([CH3:16])[C:7]1=2)[CH3:2]. (6) Given the reactants [N:1]1[CH:6]=[CH:5][C:4]([O:7][CH:8]2[CH2:13][CH2:12][N:11](C(OC(C)(C)C)=O)[CH2:10][CH2:9]2)=[CH:3][CH:2]=1.[CH:21](I)([CH3:23])[CH3:22].C(Cl)[Cl:26], predict the reaction product. The product is: [ClH:26].[ClH:26].[CH:21]([N:1]1[CH2:2][CH2:3][CH:4]([O:7][CH:8]2[CH2:13][CH2:12][NH:11][CH2:10][CH2:9]2)[CH2:5][CH2:6]1)([CH3:23])[CH3:22]. (7) Given the reactants [C:1]1([C:14]2[CH:19]=[CH:18][CH:17]=[CH:16][CH:15]=2)[CH:6]=[CH:5][CH:4]=[CH:3][C:2]=1[CH:7]([O:12][CH3:13])[C:8]([O:10]C)=[O:9].O.[OH-].[Li+].C(O)(=O)CC(CC(O)=O)(C(O)=O)O, predict the reaction product. The product is: [C:1]1([C:14]2[CH:19]=[CH:18][CH:17]=[CH:16][CH:15]=2)[CH:6]=[CH:5][CH:4]=[CH:3][C:2]=1[CH:7]([O:12][CH3:13])[C:8]([OH:10])=[O:9]. (8) Given the reactants [C@H:1]1([NH2:8])[CH2:6][CH2:5][C@H:4]([NH2:7])[CH2:3][CH2:2]1.[Cl:9][C:10]1[CH:15]=[C:14]([I:16])[CH:13]=[C:12](Cl)[N:11]=1, predict the reaction product. The product is: [Cl:9][C:10]1[N:11]=[C:12]([NH:7][C@H:4]2[CH2:5][CH2:6][C@H:1]([NH2:8])[CH2:2][CH2:3]2)[CH:13]=[C:14]([I:16])[CH:15]=1.